Dataset: Forward reaction prediction with 1.9M reactions from USPTO patents (1976-2016). Task: Predict the product of the given reaction. (1) Given the reactants Br[C:2]1[C:10]2[C:5](=[N:6][C:7]([CH3:22])=[CH:8][C:9]=2[NH:11][S:12]([C:15]2[CH:20]=[CH:19][CH:18]=[C:17]([Cl:21])[CH:16]=2)(=[O:14])=[O:13])[S:4][C:3]=1[CH3:23].[CH3:24][C:25]1[CH:26]=[C:27](B(O)O)[CH:28]=[CH:29][CH:30]=1.C(=O)([O-])[O-].[K+].[K+].C(OCC)(=O)C, predict the reaction product. The product is: [Cl:21][C:17]1[CH:16]=[C:15]([S:12]([NH:11][C:9]2[CH:8]=[C:7]([CH3:22])[N:6]=[C:5]3[S:4][C:3]([CH3:23])=[C:2]([C:29]4[CH:28]=[CH:27][CH:26]=[C:25]([CH3:24])[CH:30]=4)[C:10]=23)(=[O:14])=[O:13])[CH:20]=[CH:19][CH:18]=1. (2) Given the reactants FC1C=C(O)C=CC=1C1N=C2NN=C(C)C2=C(CN2CCNCC2C2C=CC=CC=2)C=1.C([O:39][C:40]1[CH:45]=[CH:44][C:43]([C:46]2[CH:47]=[C:48]([C:62](O)=O)[C:49]3[C:54]([CH3:55])=[N:53][N:52](C4CCCCO4)[C:50]=3[N:51]=2)=[C:42]([F:65])[CH:41]=1)C1C=CC=CC=1.[CH3:66][C:67]1([CH3:75])[O:72][CH2:71][C:70]([CH3:74])([CH3:73])[NH:69][CH2:68]1, predict the reaction product. The product is: [F:65][C:42]1[CH:41]=[C:40]([OH:39])[CH:45]=[CH:44][C:43]=1[C:46]1[N:51]=[C:50]2[NH:52][N:53]=[C:54]([CH3:55])[C:49]2=[C:48]([CH2:62][N:69]2[C:70]([CH3:74])([CH3:73])[CH2:71][O:72][C:67]([CH3:75])([CH3:66])[CH2:68]2)[CH:47]=1. (3) Given the reactants [C:1]([O:5][C:6]([N:8]1[CH2:13][CH2:12][CH:11]([C:14]2[S:15][CH:16]=[C:17]([CH2:19]Cl)[N:18]=2)[CH2:10][CH2:9]1)=[O:7])([CH3:4])([CH3:3])[CH3:2].[CH3:21][S:22]([C:25]1[CH:30]=[CH:29][C:28]([OH:31])=[CH:27][CH:26]=1)(=[O:24])=[O:23].C([O-])([O-])=O.[K+].[K+], predict the reaction product. The product is: [C:1]([O:5][C:6]([N:8]1[CH2:13][CH2:12][CH:11]([C:14]2[S:15][CH:16]=[C:17]([CH2:19][O:31][C:28]3[CH:27]=[CH:26][C:25]([S:22]([CH3:21])(=[O:24])=[O:23])=[CH:30][CH:29]=3)[N:18]=2)[CH2:10][CH2:9]1)=[O:7])([CH3:4])([CH3:3])[CH3:2].